Dataset: Forward reaction prediction with 1.9M reactions from USPTO patents (1976-2016). Task: Predict the product of the given reaction. (1) Given the reactants [C:1]([O:5][C:6](=[O:31])[NH:7][C:8]([C:10]1[CH:15]=[CH:14][C:13]([CH2:16][NH:17][C:18]([C@H:20]2[N:24]3[C:25](=[O:30])[C:26]([NH2:29])=[CH:27][N:28]=[C:23]3[CH2:22][CH2:21]2)=[O:19])=[CH:12][CH:11]=1)=[NH:9])([CH3:4])([CH3:3])[CH3:2].[CH3:32][S:33](Cl)(=[O:35])=[O:34], predict the reaction product. The product is: [C:1]([O:5][C:6](=[O:31])[NH:7][C:8](=[NH:9])[C:10]1[CH:15]=[CH:14][C:13]([CH2:16][NH:17][C:18]([C@H:20]2[N:24]3[C:25](=[O:30])[C:26]([NH:29][S:33]([CH3:32])(=[O:35])=[O:34])=[CH:27][N:28]=[C:23]3[CH2:22][CH2:21]2)=[O:19])=[CH:12][CH:11]=1)([CH3:4])([CH3:2])[CH3:3]. (2) Given the reactants C([Li])CCC.C(NC(C)C)(C)C.[C:13]([O:16][CH2:17][CH3:18])(=[O:15])[CH3:14].[CH:19]1([CH:22]=[CH:23][C:24]([O:26][CH2:27][CH3:28])=[O:25])[CH2:21][CH2:20]1.[Cl-].[NH4+], predict the reaction product. The product is: [CH:19]1([CH:22]([CH2:23][C:24]([O:26][CH2:27][CH3:28])=[O:25])[CH2:14][C:13]([O:16][CH2:17][CH3:18])=[O:15])[CH2:21][CH2:20]1. (3) Given the reactants [CH3:1][O:2][C:3]1[CH:4]=[C:5]([C:11]2[N:16]=[C:15]([C:17]([N:19]3[CH2:24][CH2:23][N:22]([C:25]4[CH:39]=[CH:38][C:28]([C:29]([NH:31][CH2:32][C:33]([O:35]CC)=[O:34])=[O:30])=[CH:27][CH:26]=4)[CH2:21][CH2:20]3)=[O:18])[CH:14]=[CH:13][CH:12]=2)[CH:6]=[CH:7][C:8]=1[O:9][CH3:10].Cl, predict the reaction product. The product is: [OH2:2].[CH3:1][O:2][C:3]1[CH:4]=[C:5]([C:11]2[N:16]=[C:15]([C:17]([N:19]3[CH2:20][CH2:21][N:22]([C:25]4[CH:26]=[CH:27][C:28]([C:29]([NH:31][CH2:32][C:33]([OH:35])=[O:34])=[O:30])=[CH:38][CH:39]=4)[CH2:23][CH2:24]3)=[O:18])[CH:14]=[CH:13][CH:12]=2)[CH:6]=[CH:7][C:8]=1[O:9][CH3:10]. (4) Given the reactants Cl[C:2]1[C:7]([C:8]([F:11])([F:10])[F:9])=[CH:6][N:5]=[C:4]([NH:12][C:13]2[CH:27]=[CH:26][C:16]([CH2:17][P:18](=[O:25])([O:22][CH2:23][CH3:24])[O:19][CH2:20][CH3:21])=[CH:15][C:14]=2[O:28][CH2:29][CH3:30])[N:3]=1.[NH2:31][C:32]1[CH:33]=[CH:34][C:35]([C@H:43]2[CH2:48][CH2:47][C@H:46]([C:49]([O:51][CH2:52][CH3:53])=[O:50])[CH2:45][CH2:44]2)=[C:36]2[C:40]=1[C:39](=[O:41])[N:38]([CH3:42])[CH2:37]2, predict the reaction product. The product is: [CH2:20]([O:19][P:18]([CH2:17][C:16]1[CH:26]=[CH:27][C:13]([NH:12][C:4]2[N:3]=[C:2]([NH:31][C:32]3[CH:33]=[CH:34][C:35]([C@H:43]4[CH2:44][CH2:45][C@H:46]([C:49]([O:51][CH2:52][CH3:53])=[O:50])[CH2:47][CH2:48]4)=[C:36]4[C:40]=3[C:39](=[O:41])[N:38]([CH3:42])[CH2:37]4)[C:7]([C:8]([F:11])([F:10])[F:9])=[CH:6][N:5]=2)=[C:14]([O:28][CH2:29][CH3:30])[CH:15]=1)([O:22][CH2:23][CH3:24])=[O:25])[CH3:21].